This data is from Forward reaction prediction with 1.9M reactions from USPTO patents (1976-2016). The task is: Predict the product of the given reaction. (1) Given the reactants Cl[C:2]1[CH:7]=[C:6]([NH:8][CH2:9][CH3:10])[C:5]([N+:11]([O-:13])=[O:12])=[CH:4][N:3]=1.[CH:14]1(B(O)O)[CH2:16][CH2:15]1.[O-]P([O-])([O-])=O.[K+].[K+].[K+].N#N, predict the reaction product. The product is: [CH:14]1([C:2]2[CH:7]=[C:6]([NH:8][CH2:9][CH3:10])[C:5]([N+:11]([O-:13])=[O:12])=[CH:4][N:3]=2)[CH2:16][CH2:15]1. (2) Given the reactants Br[CH2:2][C:3]1[C:13]([Cl:14])=[N:12][CH:11]=[CH:10][C:4]=1[C:5]([O:7]CC)=O.Cl.[F:16][C:17]([F:31])([CH3:30])[CH2:18][O:19][C:20]1[C:21]([CH3:29])=[CH:22][C:23]([CH:26]([NH2:28])[CH3:27])=[N:24][CH:25]=1, predict the reaction product. The product is: [Cl:14][C:13]1[C:3]2[CH2:2][N:28]([CH:26]([C:23]3[CH:22]=[C:21]([CH3:29])[C:20]([O:19][CH2:18][C:17]([F:31])([F:16])[CH3:30])=[CH:25][N:24]=3)[CH3:27])[C:5](=[O:7])[C:4]=2[CH:10]=[CH:11][N:12]=1. (3) Given the reactants [NH2:1][C:2]1[C:7]([CH2:8][C:9]2[CH:14]=[CH:13][CH:12]=[CH:11][CH:10]=2)=[N:6][C:5](Br)=[CH:4][N:3]=1.C(O)C.C(=O)([O-])[O-].[Na+].[Na+].[C:25]1(B(O)O)[CH:30]=[CH:29][CH:28]=[CH:27][CH:26]=1, predict the reaction product. The product is: [NH2:1][C:2]1[C:7]([CH2:8][C:9]2[CH:14]=[CH:13][CH:12]=[CH:11][CH:10]=2)=[N:6][C:5]([C:25]2[CH:30]=[CH:29][CH:28]=[CH:27][CH:26]=2)=[CH:4][N:3]=1. (4) Given the reactants [CH3:1][O:2][C:3](=[O:19])[CH:4]([N:11]1[C:16](=[O:17])[CH:15]=[C:14]([I:18])[CH:13]=[N:12]1)[CH2:5][CH:6]1[CH2:10]CC[CH2:7]1.IC1C=NNC(=O)C=1.COC(=O)C(Br)CC(C)C, predict the reaction product. The product is: [CH3:1][O:2][C:3](=[O:19])[CH:4]([N:11]1[C:16](=[O:17])[CH:15]=[C:14]([I:18])[CH:13]=[N:12]1)[CH2:5][CH:6]([CH3:10])[CH3:7].